Dataset: Reaction yield outcomes from USPTO patents with 853,638 reactions. Task: Predict the reaction yield, written as a fraction of the theoretical maximum amount of product (1.0 means a 100% yield; for example, 0.34 means a 34% yield). (1) The reactants are [OH:1][CH2:2][CH:3]1[CH2:8][CH2:7][N:6]([C:9]([O:11][CH2:12][C:13]2[CH:18]=[CH:17][CH:16]=[CH:15][CH:14]=2)=[O:10])[CH2:5][CH2:4]1.CC(OI1(OC(C)=O)(OC(C)=O)OC(=O)C2C=CC=CC1=2)=O.C(OCC)(=O)C.CCCCCC. The catalyst is ClCCl. The product is [CH:2]([CH:3]1[CH2:8][CH2:7][N:6]([C:9]([O:11][CH2:12][C:13]2[CH:14]=[CH:15][CH:16]=[CH:17][CH:18]=2)=[O:10])[CH2:5][CH2:4]1)=[O:1]. The yield is 0.625. (2) The reactants are [Br:1][C:2]1[C:10]2[C:9]([NH:11][C:12]3[CH:13]=[C:14]4[C:18](=[CH:19][C:20]=3[O:21][CH3:22])[NH:17][N:16]=[CH:15]4)=[N:8][CH:7]=[N:6][C:5]=2[NH:4][C:3]=1[C:23]([O:25]CC)=[O:24].C(O)C.[OH-].[Li+]. The catalyst is O1CCOCC1. The product is [Br:1][C:2]1[C:10]2[C:9]([NH:11][C:12]3[CH:13]=[C:14]4[C:18](=[CH:19][C:20]=3[O:21][CH3:22])[NH:17][N:16]=[CH:15]4)=[N:8][CH:7]=[N:6][C:5]=2[NH:4][C:3]=1[C:23]([OH:25])=[O:24]. The yield is 0.960. (3) The reactants are [N:1]1[N:2]([C:6]2[N:11]=[C:10]([NH:12][C:13]([C:15]3[C:19]4[N:20]=[C:21]([NH:24][C@@H:25]5[CH2:30][CH2:29][O:28][CH2:27][C@@H:26]5[NH:31]C(=O)OC(C)(C)C)[N:22]=[CH:23][C:18]=4[S:17][CH:16]=3)=[O:14])[CH:9]=[CH:8][CH:7]=2)[N:3]=[CH:4][CH:5]=1. The catalyst is C(O)(C(F)(F)F)=O.ClCCl. The product is [N:3]1[N:2]([C:6]2[N:11]=[C:10]([NH:12][C:13]([C:15]3[C:19]4[N:20]=[C:21]([NH:24][C@@H:25]5[CH2:30][CH2:29][O:28][CH2:27][C@@H:26]5[NH2:31])[N:22]=[CH:23][C:18]=4[S:17][CH:16]=3)=[O:14])[CH:9]=[CH:8][CH:7]=2)[N:1]=[CH:5][CH:4]=1. The yield is 0.940.